Dataset: Catalyst prediction with 721,799 reactions and 888 catalyst types from USPTO. Task: Predict which catalyst facilitates the given reaction. (1) Reactant: [C:1]([NH:8][N:9]1[C:15](=[O:16])[CH2:14][C:13]2[CH:17]=[CH:18][CH:19]=[CH:20][C:12]=2[C:11]2[CH:21]=[CH:22][CH:23]=[CH:24][C:10]1=2)([O:3][C:4]([CH3:7])([CH3:6])[CH3:5])=[O:2].I[CH2:26][CH:27]([CH3:29])[CH3:28]. Product: [C:1]([NH:8][N:9]1[C:15](=[O:16])[CH:14]([CH2:26][CH:27]([CH3:29])[CH3:28])[C:13]2[CH:17]=[CH:18][CH:19]=[CH:20][C:12]=2[C:11]2[CH:21]=[CH:22][CH:23]=[CH:24][C:10]1=2)([O:3][C:4]([CH3:7])([CH3:6])[CH3:5])=[O:2]. The catalyst class is: 85. (2) Reactant: [CH3:1][O:2][C:3]1[CH:8]=[CH:7][CH:6]=[CH:5][C:4]=1[N:9]1[C:13]([C:14]([O:16]CC)=[O:15])=[C:12]([CH3:19])[CH:11]=[N:10]1.[OH-].[Na+]. Product: [CH3:1][O:2][C:3]1[CH:8]=[CH:7][CH:6]=[CH:5][C:4]=1[N:9]1[C:13]([C:14]([OH:16])=[O:15])=[C:12]([CH3:19])[CH:11]=[N:10]1. The catalyst class is: 5. (3) Reactant: Br[C:2]1[CH:7]=[CH:6][C:5]([S:8]([NH:11][CH3:12])(=[O:10])=[O:9])=[CH:4][C:3]=1[F:13].[C:14]([C:16]1[N:20]([CH3:21])[C:19](B(O)O)=[CH:18][CH:17]=1)#[N:15].[F-].[K+].C(P(C(C)(C)C)C(C)(C)C)(C)(C)C. Product: [C:14]([C:16]1[N:20]([CH3:21])[C:19]([C:2]2[CH:7]=[CH:6][C:5]([S:8]([NH:11][CH3:12])(=[O:10])=[O:9])=[CH:4][C:3]=2[F:13])=[CH:18][CH:17]=1)#[N:15]. The catalyst class is: 110.